From a dataset of Reaction yield outcomes from USPTO patents with 853,638 reactions. Predict the reaction yield, written as a fraction of the theoretical maximum amount of product (1.0 means a 100% yield; for example, 0.34 means a 34% yield). (1) The reactants are [N+:1]([C:4]1[CH:5]=[C:6]([CH2:10][C:11]([OH:13])=[O:12])[CH:7]=[CH:8][CH:9]=1)([O-:3])=[O:2].[CH2:14]([N:16]([CH2:19][CH3:20])[CH2:17][CH3:18])C. The catalyst is ClCCl. The product is [CH3:14][N:16]1[C:19]2[C:20](=[CH:5][CH:4]=[CH:9][CH:8]=2)[C:18]([C:10]2[C:11](=[O:12])[O:12][C:11](=[O:13])[C:10]=2[C:6]2[CH:7]=[CH:8][CH:9]=[C:4]([N+:1]([O-:3])=[O:2])[CH:5]=2)=[CH:17]1. The yield is 0.550. (2) The reactants are C1(C)C=CC(S(O)(=O)=O)=CC=1.[CH3:12][O:13][C:14](=[O:24])[C:15]1[CH:20]=[CH:19][C:18]([O:21][CH3:22])=[C:17]([NH2:23])[CH:16]=1.[F:25][C:26]1[CH:33]=[C:32]([F:34])[CH:31]=[CH:30][C:27]=1[C:28]#[N:29].C([O-])(O)=O.[Na+]. No catalyst specified. The product is [CH3:12][O:13][C:14](=[O:24])[C:15]1[CH:20]=[CH:19][C:18]([O:21][CH3:22])=[C:17]([NH:23][C:28](=[NH:29])[C:27]2[CH:30]=[CH:31][C:32]([F:34])=[CH:33][C:26]=2[F:25])[CH:16]=1. The yield is 0.570. (3) The yield is 0.810. No catalyst specified. The reactants are [CH3:1][C:2]1[CH:7]=[CH:6][C:5]([S:8]([O:11][CH2:12][CH:13]2[CH2:17][C:16]3[CH:18]=[CH:19][CH:20]=[C:21](Br)[C:15]=3[O:14]2)(=[O:10])=[O:9])=[CH:4][CH:3]=1.[Cl:23][C:24]1[CH:25]=[CH:26][C:27]([CH3:33])=[C:28](B(O)O)[CH:29]=1. The product is [CH3:1][C:2]1[CH:7]=[CH:6][C:5]([S:8]([O:11][CH2:12][CH:13]2[CH2:17][C:16]3[CH:18]=[CH:19][CH:20]=[C:21]([C:26]4[CH:25]=[C:24]([Cl:23])[CH:29]=[CH:28][C:27]=4[CH3:33])[C:15]=3[O:14]2)(=[O:10])=[O:9])=[CH:4][CH:3]=1. (4) The yield is 0.180. The catalyst is C(OCC)C.O. The product is [O:8]1[C:9]2[C:4](=[CH:3][C:2]([CH:1]=[O:15])=[CH:11][CH:10]=2)[CH:5]=[CH:6][C:7]1=[O:12]. The reactants are [CH3:1][C:2]1[CH:3]=[C:4]2[C:9](=[CH:10][CH:11]=1)[O:8][C:7](=[O:12])[CH:6]=[CH:5]2.C(O)(=[O:15])C. (5) The product is [Cl:1][C:2]1[C:7]([CH:8]=[O:9])=[CH:6][N:5]=[C:4]([S:10][CH3:11])[N:3]=1. The yield is 0.716. The catalyst is C(Cl)Cl.O=[Mn]=O. The reactants are [Cl:1][C:2]1[C:7]([CH2:8][OH:9])=[CH:6][N:5]=[C:4]([S:10][CH3:11])[N:3]=1. (6) The reactants are C(C1C=C(NC2N=C(NC3C=CC=C(C(O)=O)C=3)C(F)=CN=2)C=CC=1)(O)=O.[CH3:28][O:29][C:30]1[CH:31]=[C:32]([NH:40][C:41]2[N:46]=[C:45]([NH:47][C:48]3[CH:53]=[CH:52][C:51]([C:54]([O:56]C)=[O:55])=[C:50]([O:58][CH3:59])[CH:49]=3)[C:44]([F:60])=[CH:43][N:42]=2)[CH:33]=[CH:34][C:35]=1[C:36]([O:38]C)=[O:37].[OH-].[Na+]. No catalyst specified. The product is [C:36]([C:35]1[CH:34]=[CH:33][C:32]([NH:40][C:41]2[N:46]=[C:45]([NH:47][C:48]3[CH:53]=[CH:52][C:51]([C:54]([OH:56])=[O:55])=[C:50]([O:58][CH3:59])[CH:49]=3)[C:44]([F:60])=[CH:43][N:42]=2)=[CH:31][C:30]=1[O:29][CH3:28])([OH:38])=[O:37]. The yield is 0.640. (7) The reactants are Br[C:2]1[N:6]2[CH:7]=[N:8][C:9]([C:11]([F:14])([F:13])[F:12])=[CH:10][C:5]2=[N:4][CH:3]=1.P([O-])([O-])([O-])=O.[K+].[K+].[K+].[F:23][C:24]1[CH:29]=[CH:28][C:27](B2OC(C)(C)C(C)(C)O2)=[CH:26][C:25]=1[C:39]1[C:40]([C:45]#[N:46])=[CH:41][CH:42]=[CH:43][CH:44]=1. The catalyst is CN(C)C(=O)C.C1C=CC([P]([Pd]([P](C2C=CC=CC=2)(C2C=CC=CC=2)C2C=CC=CC=2)([P](C2C=CC=CC=2)(C2C=CC=CC=2)C2C=CC=CC=2)[P](C2C=CC=CC=2)(C2C=CC=CC=2)C2C=CC=CC=2)(C2C=CC=CC=2)C2C=CC=CC=2)=CC=1. The product is [F:23][C:24]1[CH:29]=[CH:28][C:27]([C:2]2[N:6]3[CH:7]=[N:8][C:9]([C:11]([F:14])([F:13])[F:12])=[CH:10][C:5]3=[N:4][CH:3]=2)=[CH:26][C:25]=1[C:39]1[C:40]([C:45]#[N:46])=[CH:41][CH:42]=[CH:43][CH:44]=1. The yield is 0.0500. (8) The reactants are [F:1][C:2]1[CH:36]=[CH:35][C:5]([CH2:6][O:7][C:8]2[CH:13]=[CH:12][N:11]([CH2:14][CH2:15][C:16]3[CH:21]=[CH:20][C:19]([CH:22]4[CH2:26][CH2:25][CH2:24][N:23]4C(OC(C)(C)C)=O)=[CH:18][CH:17]=3)[C:10](=[O:34])[CH:9]=2)=[CH:4][CH:3]=1.[CH3:37][C:38]([CH3:40])=O. The catalyst is CO. The product is [F:1][C:2]1[CH:36]=[CH:35][C:5]([CH2:6][O:7][C:8]2[CH:13]=[CH:12][N:11]([CH2:14][CH2:15][C:16]3[CH:21]=[CH:20][C:19]([CH:22]4[CH2:26][CH2:25][CH2:24][N:23]4[CH:38]([CH3:40])[CH3:37])=[CH:18][CH:17]=3)[C:10](=[O:34])[CH:9]=2)=[CH:4][CH:3]=1. The yield is 0.250. (9) The reactants are [F:1][C:2]([F:7])([F:6])[C:3]([OH:5])=[O:4].[OH:8][C:9]1([C:20]2[CH:25]=[CH:24][CH:23]=[CH:22][CH:21]=2)[CH2:12][N:11](C(OC(C)(C)C)=O)[CH2:10]1. The catalyst is ClCCl. The product is [F:1][C:2]([F:7])([F:6])[C:3]([OH:5])=[O:4].[OH:8][C:9]1([C:20]2[CH:25]=[CH:24][CH:23]=[CH:22][CH:21]=2)[CH2:12][NH:11][CH2:10]1. The yield is 0.680. (10) The yield is 0.950. The catalyst is C1COCC1.O. The product is [Cl:1][C:2]1[N:7]=[CH:6][C:5]([CH2:8][C:9]([CH3:18])([C:14]([OH:16])=[O:15])[C:10]([OH:12])=[O:11])=[CH:4][CH:3]=1. The reactants are [Cl:1][C:2]1[N:7]=[CH:6][C:5]([CH2:8][C:9]([CH3:18])([C:14]([O:16]C)=[O:15])[C:10]([O:12]C)=[O:11])=[CH:4][CH:3]=1.O.[OH-].[Li+].Cl.